Dataset: Forward reaction prediction with 1.9M reactions from USPTO patents (1976-2016). Task: Predict the product of the given reaction. Given the reactants [O:1]=[C:2]1[N:6]([C:7]2[CH:12]=[CH:11][CH:10]=[CH:9][CH:8]=2)[CH:5]([C:13](O)=[O:14])[CH2:4][N:3]1[S:16]([C:19]1[CH:24]=[CH:23][CH:22]=[CH:21][C:20]=1[C:25]([F:28])([F:27])[F:26])(=[O:18])=[O:17].[CH3:29][C:30]1[CH:35]=[CH:34][C:33]([CH3:36])=[CH:32][C:31]=1[N:37]1[CH2:42][CH2:41][NH:40][CH2:39][CH2:38]1, predict the reaction product. The product is: [CH3:29][C:30]1[CH:35]=[CH:34][C:33]([CH3:36])=[CH:32][C:31]=1[N:37]1[CH2:38][CH2:39][N:40]([C:13]([CH:5]2[CH2:4][N:3]([S:16]([C:19]3[CH:24]=[CH:23][CH:22]=[CH:21][C:20]=3[C:25]([F:26])([F:28])[F:27])(=[O:18])=[O:17])[C:2](=[O:1])[N:6]2[C:7]2[CH:8]=[CH:9][CH:10]=[CH:11][CH:12]=2)=[O:14])[CH2:41][CH2:42]1.